From a dataset of NCI-60 drug combinations with 297,098 pairs across 59 cell lines. Regression. Given two drug SMILES strings and cell line genomic features, predict the synergy score measuring deviation from expected non-interaction effect. (1) Drug 1: C1CN1P(=S)(N2CC2)N3CC3. Drug 2: C#CCC(CC1=CN=C2C(=N1)C(=NC(=N2)N)N)C3=CC=C(C=C3)C(=O)NC(CCC(=O)O)C(=O)O. Cell line: EKVX. Synergy scores: CSS=3.53, Synergy_ZIP=-0.183, Synergy_Bliss=0.685, Synergy_Loewe=2.21, Synergy_HSA=0.294. (2) Drug 1: CN1CCC(CC1)COC2=C(C=C3C(=C2)N=CN=C3NC4=C(C=C(C=C4)Br)F)OC. Drug 2: CC(CN1CC(=O)NC(=O)C1)N2CC(=O)NC(=O)C2. Cell line: NCI-H522. Synergy scores: CSS=31.4, Synergy_ZIP=-6.25, Synergy_Bliss=-0.210, Synergy_Loewe=0.333, Synergy_HSA=1.81.